Dataset: CYP2C19 inhibition data for predicting drug metabolism from PubChem BioAssay. Task: Regression/Classification. Given a drug SMILES string, predict its absorption, distribution, metabolism, or excretion properties. Task type varies by dataset: regression for continuous measurements (e.g., permeability, clearance, half-life) or binary classification for categorical outcomes (e.g., BBB penetration, CYP inhibition). Dataset: cyp2c19_veith. (1) The compound is O=[N+]([O-])c1ccc(S(=O)(=O)Cc2ccccc2)c([N+](=O)[O-])c1. The result is 1 (inhibitor). (2) The compound is Cc1cccc(CNc2cc(-c3ccoc3)ncn2)c1. The result is 1 (inhibitor). (3) The compound is COc1ccc(C(=O)N2CCC3(CC2)CN(c2ccccc2)C3)cc1. The result is 0 (non-inhibitor). (4) The compound is COC(=O)N1CCC2(CC1)CN(c1ccccc1)C2. The result is 1 (inhibitor). (5) The compound is Cc1noc(C)c1-c1nc(N2CCN(C)CC2)c2ccccc2n1. The result is 0 (non-inhibitor). (6) The drug is Cc1nc([N+](=O)[O-])cn1-c1nc2ccccn2c1[N+](=O)[O-]. The result is 0 (non-inhibitor). (7) The molecule is CCC/C=C(\CCC)C(NS(=O)(=O)c1cccc2cccnc12)c1ccc(C(=O)OC)cc1. The result is 1 (inhibitor). (8) The molecule is OC(Cn1c2ccccc2c2ccccc21)C[n+]1ccccc1.[O-][Cl+3]([O-])([O-])[O-]. The result is 0 (non-inhibitor). (9) The drug is Cc1nc(C(=O)Nc2cccc(Cl)c2Cl)nn1-c1cc(OC(C)C)c(Cl)cc1Cl. The result is 1 (inhibitor). (10) The molecule is O=C(Nc1cnc2ccccc2c1)c1cccc(-n2cnnn2)c1. The result is 0 (non-inhibitor).